Dataset: Forward reaction prediction with 1.9M reactions from USPTO patents (1976-2016). Task: Predict the product of the given reaction. (1) The product is: [OH:58][C@@:51]1([CH2:50][NH:49][C:11]([C:10]2[C:3]3[C:4](=[N:5][CH:6]=[CH:7][C:2]=3[Cl:1])[N:8]([CH:14]3[CH2:17][O:16][CH2:15]3)[CH:9]=2)=[O:13])[CH2:56][CH2:55][CH2:54][C@H:53]([CH3:57])[CH2:52]1. Given the reactants [Cl:1][C:2]1[CH:7]=[CH:6][N:5]=[C:4]2[N:8]([CH:14]3[CH2:17][O:16][CH2:15]3)[CH:9]=[C:10]([C:11]([OH:13])=O)[C:3]=12.CCN(CC)CC.CN(C(ON1N=NC2C=CC=NC1=2)=[N+](C)C)C.F[P-](F)(F)(F)(F)F.[NH2:49][CH2:50][C@:51]1([OH:58])[CH2:56][CH2:55][CH2:54][C@H:53]([CH3:57])[CH2:52]1, predict the reaction product. (2) Given the reactants [CH3:1][Si:2]([CH3:21])([CH3:20])[CH2:3][CH2:4][O:5][CH2:6][N:7]1[CH:11]=[C:10]([C:12]2[N:17]=[N:16][C:15]([NH:18][NH2:19])=[CH:14][CH:13]=2)[CH:9]=[N:8]1.C([O-])([O-])=O.[K+].[K+].[C:28](=S)=[S:29], predict the reaction product. The product is: [CH3:1][Si:2]([CH3:21])([CH3:20])[CH2:3][CH2:4][O:5][CH2:6][N:7]1[CH:11]=[C:10]([C:12]2[CH:13]=[CH:14][C:15]3[N:16]([C:28]([SH:29])=[N:19][N:18]=3)[N:17]=2)[CH:9]=[N:8]1. (3) The product is: [OH:8][B:6]1[C:5]2[CH:9]=[CH:10][CH:11]=[CH:12][C:4]=2[CH:3]([CH2:2][NH:1][C:24](=[O:25])[CH2:23][CH2:22][CH:21]([CH3:27])[CH3:20])[O:7]1. Given the reactants [NH2:1][CH2:2][CH:3]1[O:7][B:6]([OH:8])[C:5]2[CH:9]=[CH:10][CH:11]=[CH:12][C:4]1=2.C(N(CC)CC)C.[CH3:20][CH:21]([CH3:27])[CH2:22][CH2:23][C:24](Cl)=[O:25], predict the reaction product. (4) Given the reactants Br[CH2:2][C:3](=O)[C:4]([O:6][CH2:7][CH3:8])=[O:5].[NH:10]1[CH:17]=[CH:16][C:14]([NH2:15])=[N:13][C:11]1=[O:12], predict the reaction product. The product is: [O:12]=[C:11]1[N:13]2[CH:2]=[C:3]([C:4]([O:6][CH2:7][CH3:8])=[O:5])[N:15]=[C:14]2[CH:16]=[CH:17][NH:10]1.